This data is from Forward reaction prediction with 1.9M reactions from USPTO patents (1976-2016). The task is: Predict the product of the given reaction. (1) Given the reactants [CH2:1]([O:3][C:4]1[CH:5]=[C:6]([N:10]2[CH:14]=[C:13]([C:15]([O:17]CC)=[O:16])[N:12]=[C:11]2[C:20]2[CH:25]=[CH:24][C:23]([F:26])=[CH:22][CH:21]=2)[CH:7]=[CH:8][CH:9]=1)[CH3:2].[OH-].[Na+].Cl, predict the reaction product. The product is: [CH2:1]([O:3][C:4]1[CH:5]=[C:6]([N:10]2[CH:14]=[C:13]([C:15]([OH:17])=[O:16])[N:12]=[C:11]2[C:20]2[CH:21]=[CH:22][C:23]([F:26])=[CH:24][CH:25]=2)[CH:7]=[CH:8][CH:9]=1)[CH3:2]. (2) The product is: [S:1]1[C:5]2[CH:6]=[C:7]([NH:10][C:11]3[N:16]=[C:15]([NH:17][C:18]([CH3:26])([C:20]4[CH:21]=[CH:22][CH:23]=[CH:24][CH:25]=4)[CH3:19])[N:14]=[CH:13][N:12]=3)[CH:8]=[CH:9][C:4]=2[N:3]=[CH:2]1. Given the reactants [S:1]1[C:5]2[CH:6]=[C:7]([NH:10][C:11]3[N:16]=[C:15]([NH:17][C:18]([CH3:26])([C:20]4[CH:25]=[CH:24][CH:23]=[CH:22][CH:21]=4)[CH3:19])[N:14]=[C:13](Cl)[N:12]=3)[CH:8]=[CH:9][C:4]=2[N:3]=[CH:2]1.C([O-])=O.[NH4+].C(Cl)Cl, predict the reaction product.